Dataset: Experimentally validated miRNA-target interactions with 360,000+ pairs, plus equal number of negative samples. Task: Binary Classification. Given a miRNA mature sequence and a target amino acid sequence, predict their likelihood of interaction. (1) The miRNA is hsa-miR-7854-3p with sequence UGAGGUGACCGCAGAUGGGAA. The protein sequence of the target gene is MPRYELALILKAMQRPETAATLKRTIEALMDRGAIVRDLENLGERALPYRISAHSQQHNRGGYFLVDFYAPTAAVESMVEHLSRDIDVIRGNIVKHPLTQELKECEGIVPVPLAEKLYSTKKRKK. Result: 0 (no interaction). (2) The miRNA is hsa-miR-4324 with sequence CCCUGAGACCCUAACCUUAA. The protein sequence of the target gene is MNVGVAHSEVNPNTRVMNSRGIWLAYIILVGLLHMVLLSIPFFSIPVVWTLTNVIHNLATYVFLHTVKGTPFETPDQGKARLLTHWEQMDYGLQFTSSRKFLSISPIVLYLLASFYTKYDAAHFLINTASLLSVLLPKLPQFHGVRVFGINKY. Result: 1 (interaction). (3) The miRNA is hsa-miR-1-3p with sequence UGGAAUGUAAAGAAGUAUGUAU. The protein sequence of the target gene is MRRKEKRLLQAVALALAALVLLPNVGLWALYRERQPDGSPGGLGAAVAPAAVQELHSRQKKTFFLGAEQRLKDWHNKEAIRRDAQRVGYGEQGKPYPMTDAERVDQAYRENGFNIYVSDKISLNRSLPDIRHPNCNSKLYLETLPNTSIIIPFHNEGWSSLLRTVHSVLNRSPPELVAEIVLVDDFSDREHLKKPLEDYMALFPSVRILRTKKREGLIRTRMLGASAATGDVVTFLDSHCEANVNWLPPLLDRIARNRKTIVCPMIDVIDHDDFRYETQAGDAMRGAFDWEMYYKRIPIP.... Result: 0 (no interaction). (4) The miRNA is hsa-miR-7107-3p with sequence UGGUCUGUUCAUUCUCUCUUUUUGGCC. The protein sequence of the target gene is METWRKGSFRNASFFKRITLGRPRRLHRQGSILSQASTAGGDHEEYSNREVIRELQGRPDGRRLPLWGDEHPRATLLAPPKPPRLYRESSSCPNILEPPASYTAGYSATLPSAISLTGPLHQCSEEALSDTPHFPRTPTPDLSDPFLSFKVDLGLSLLEEVLQILKEQFPSEPHF. Result: 0 (no interaction). (5) The miRNA is mmu-miR-34a-5p with sequence UGGCAGUGUCUUAGCUGGUUGU. The protein sequence of the target gene is MTEQAISFAKDFLAGGIAAAISKTAVAPIERVKLLLQVQHASKQIAADKQYKGIVDCIVRIPKEQGVLSFWRGNLANVIRYFPTQALNFAFKDKYKQIFLGGVDKHTQFWRYFAGNLASGGAAGATSLCFVYPLDFARTRLAADVGKSGTEREFRGLGDCLVKITKSDGIRGLYQGFSVSVQGIIIYRAAYFGVYDTAKGMLPDPKNTHIVVSWMIAQTVTAVAGVVSYPFDTVRRRMMMQSGRKGADIMYTGTVDCWRKIFRDEGGKAFFKGAWSNVLRGMGGAFVLVLYDELKKVI. Result: 0 (no interaction). (6) The miRNA is mmu-miR-137-3p with sequence UUAUUGCUUAAGAAUACGCGUAG. The protein sequence of the target gene is MASYFDEHDCEPLNPEREARNNMLLELARRVRGAWSWAPGGRSLFNRMDFEDLGLVDWEHHLPPPAAKAVVESLPRTVISSAKADLKCPVCLLEFEAEETVIEMPCHHLFHSNCILPWLSKTNSCPLCRHELPTDDDSYEEHKKDKARRQQQQHRLENLHGAMYT. Result: 0 (no interaction). (7) The miRNA is hsa-miR-196a-5p with sequence UAGGUAGUUUCAUGUUGUUGGG. The protein sequence of the target gene is MATGLGEPVYGLSEDEGESRILRVKVVSGIDLAKKDIFGASDPYVKLSLYVADENRELALVQTKTIKKTLNPKWNEEFYFRVNPSNHRLLFEVFDENRLTRDDFLGQVDVPLSHLPTEDPTMERPYTFKDFLLRPRSHKSRVKGFLRLKMAYMPKNGGQDEENSDQRDDMEHGWEVVDSNDSASQHQEELPPPPLPPGWEEKVDNLGRTYYVNHNNRTTQWHRPSLMDVSSESDNNIRQINQEAAHRRFRSRRHISEDLEPEPSEGGDVPEPWETISEEVNIAGDSLGLALPPPPASPGS.... Result: 0 (no interaction).